This data is from Forward reaction prediction with 1.9M reactions from USPTO patents (1976-2016). The task is: Predict the product of the given reaction. (1) Given the reactants [Cl:1][C:2]1[CH:10]=[C:9]([F:11])[C:8]([F:12])=[CH:7][C:3]=1[C:4]([NH2:6])=[O:5].C(Cl)(=O)[C:14](Cl)=[O:15], predict the reaction product. The product is: [Cl:1][C:2]1[CH:10]=[C:9]([F:11])[C:8]([F:12])=[CH:7][C:3]=1[C:4]([N:6]=[C:14]=[O:15])=[O:5]. (2) Given the reactants [CH:1]1([CH2:4][C@H:5]([C@@H:28](OS(N2C=CN=C2)=O)[CH2:29][CH2:30][CH2:31][CH3:32])[C:6]([NH:8][C@H:9]2[N:15]=[C:14]([C:16]3[CH:21]=[CH:20][CH:19]=[CH:18][CH:17]=3)[C:13]3[CH:22]=[CH:23][CH:24]=[CH:25][C:12]=3[N:11]([CH3:26])[C:10]2=[O:27])=[O:7])[CH2:3][CH2:2]1.C([SnH](CCCC)CCCC)CCC, predict the reaction product. The product is: [O:7]=[C:6]([NH:8][C@H:9]1[N:15]=[C:14]([C:16]2[CH:17]=[CH:18][CH:19]=[CH:20][CH:21]=2)[C:13]2[CH:22]=[CH:23][CH:24]=[CH:25][C:12]=2[N:11]([CH3:26])[C:10]1=[O:27])[C@@H:5]([CH2:4][CH:1]1[CH2:2][CH2:3]1)[CH2:28][CH2:29][CH2:30][CH2:31][CH3:32]. (3) Given the reactants O[CH2:2][C:3]1[CH:8]=[CH:7][C:6]([C:9]#[C:10][C:11]2[CH:16]=[CH:15][C:14]([CH2:17][C:18]([O:20][CH3:21])=[O:19])=[CH:13][CH:12]=2)=[CH:5][C:4]=1[CH:22]([CH3:24])[CH3:23].C1(P(C2C=CC=CC=2)C2C=CC=CC=2)C=CC=CC=1.[Br:44]N1C(=O)CCC1=O, predict the reaction product. The product is: [Br:44][CH2:2][C:3]1[CH:8]=[CH:7][C:6]([C:9]#[C:10][C:11]2[CH:16]=[CH:15][C:14]([CH2:17][C:18]([O:20][CH3:21])=[O:19])=[CH:13][CH:12]=2)=[CH:5][C:4]=1[CH:22]([CH3:24])[CH3:23]. (4) Given the reactants C(OC([NH:8][C@H:9]([C:30]([O:32][CH3:33])=[O:31])[CH2:10][C:11]1[CH:12]=[N:13][C:14]([N:17]2[C:22](=[O:23])[C:21]3[CH:24]=[CH:25][N:26]=[CH:27][C:20]=3[N:19]([CH3:28])[C:18]2=[O:29])=[CH:15][CH:16]=1)=O)(C)(C)C.[ClH:34].C(OCC)(=O)C, predict the reaction product. The product is: [ClH:34].[CH3:28][N:19]1[C:20]2[CH:27]=[N:26][CH:25]=[CH:24][C:21]=2[C:22](=[O:23])[N:17]([C:14]2[N:13]=[CH:12][C:11]([CH2:10][C@@H:9]([C:30]([O:32][CH3:33])=[O:31])[NH2:8])=[CH:16][CH:15]=2)[C:18]1=[O:29]. (5) Given the reactants Br[C:2]1[CH:3]=[C:4]([F:11])[CH:5]=[C:6]2[C:10]=1[NH:9][CH:8]=[CH:7]2.C(Cl)Cl.[CH3:15][N:16](C=O)C, predict the reaction product. The product is: [F:11][C:4]1[CH:5]=[C:6]2[C:10](=[C:2]([C:15]#[N:16])[CH:3]=1)[NH:9][CH:8]=[CH:7]2. (6) Given the reactants Cl[C:2]1[C:11]([CH:12]=[O:13])=[CH:10][C:9]2[C:4](=[CH:5][CH:6]=[C:7]([O:14][CH3:15])[CH:8]=2)[N:3]=1.[CH3:16][CH:17]([NH2:19])[CH3:18], predict the reaction product. The product is: [CH:17]([NH:19][C:2]1[C:11]([CH:12]=[O:13])=[CH:10][C:9]2[C:4](=[CH:5][CH:6]=[C:7]([O:14][CH3:15])[CH:8]=2)[N:3]=1)([CH3:18])[CH3:16]. (7) Given the reactants [OH:1][CH:2](CC#N)[CH2:3][C:4]#[N:5].CC[O:11][C:12]([CH3:14])=[O:13].Cl, predict the reaction product. The product is: [OH:1][C@H:2]([CH2:3][C:4]#[N:5])[CH2:14][C:12]([OH:11])=[O:13]. (8) Given the reactants [CH3:1][O:2][CH:3]([CH3:7])[C:4](Cl)=[O:5].[Cl:8][CH2:9][C:10]1[CH:15]=[CH:14][N:13]=[C:12]([NH2:16])[CH:11]=1, predict the reaction product. The product is: [Cl:8][CH2:9][C:10]1[CH:15]=[CH:14][N:13]=[C:12]([NH:16][C:4](=[O:5])[CH:3]([O:2][CH3:1])[CH3:7])[CH:11]=1.